Dataset: Tyrosyl-DNA phosphodiesterase HTS with 341,365 compounds. Task: Binary Classification. Given a drug SMILES string, predict its activity (active/inactive) in a high-throughput screening assay against a specified biological target. (1) The drug is Clc1cc(CC(OCC(=O)c2c(n(c(=O)n(c2=O)C)C)N)=O)ccc1Cl. The result is 0 (inactive). (2) The molecule is O(C(=O)c1c(c(nc2c1cccc2)CC)C)c1ccc(cc1)C(OC)=O. The result is 0 (inactive). (3) The drug is Clc1ccc(NC(=O)N2C(CCC2)C(=O)NCc2cc3OCOc3cc2)cc1. The result is 0 (inactive). (4) The drug is s1c2c(n(c3c2cnn(c3=O)c2ccccc2)C)cc1C. The result is 0 (inactive). (5) The molecule is S(CC(Nc1c([N+]([O-])=O)cc(cc1)C(O)=O)C(O)=O)Cc1ccc(F)cc1. The result is 0 (inactive). (6) The molecule is S1(=O)(=O)CC(NC(=O)COC(=O)C2CCN(S(=O)(=O)c3c(c(cc(c3C)C)C)C)CC2)CC1. The result is 0 (inactive). (7) The drug is S(c1n(c2c(n1)cccc2)Cc1nc(N(C)C)nc(n1)N)CC. The result is 0 (inactive).